The task is: Regression. Given two drug SMILES strings and cell line genomic features, predict the synergy score measuring deviation from expected non-interaction effect.. This data is from NCI-60 drug combinations with 297,098 pairs across 59 cell lines. (1) Drug 1: CC1=C2C(C(=O)C3(C(CC4C(C3C(C(C2(C)C)(CC1OC(=O)C(C(C5=CC=CC=C5)NC(=O)OC(C)(C)C)O)O)OC(=O)C6=CC=CC=C6)(CO4)OC(=O)C)OC)C)OC. Drug 2: COC1=C2C(=CC3=C1OC=C3)C=CC(=O)O2. Cell line: SK-OV-3. Synergy scores: CSS=28.0, Synergy_ZIP=0.844, Synergy_Bliss=-2.49, Synergy_Loewe=-32.8, Synergy_HSA=-2.98. (2) Drug 1: C(CC(=O)O)C(=O)CN.Cl. Drug 2: CN(C(=O)NC(C=O)C(C(C(CO)O)O)O)N=O. Cell line: SK-MEL-5. Synergy scores: CSS=7.01, Synergy_ZIP=-3.05, Synergy_Bliss=1.65, Synergy_Loewe=2.91, Synergy_HSA=2.28. (3) Cell line: NCI-H460. Drug 2: CCC1(CC2CC(C3=C(CCN(C2)C1)C4=CC=CC=C4N3)(C5=C(C=C6C(=C5)C78CCN9C7C(C=CC9)(C(C(C8N6C)(C(=O)OC)O)OC(=O)C)CC)OC)C(=O)OC)O.OS(=O)(=O)O. Drug 1: CS(=O)(=O)CCNCC1=CC=C(O1)C2=CC3=C(C=C2)N=CN=C3NC4=CC(=C(C=C4)OCC5=CC(=CC=C5)F)Cl. Synergy scores: CSS=0.140, Synergy_ZIP=0.958, Synergy_Bliss=2.09, Synergy_Loewe=-2.33, Synergy_HSA=-1.15.